From a dataset of Forward reaction prediction with 1.9M reactions from USPTO patents (1976-2016). Predict the product of the given reaction. Given the reactants [Cl:1][C:2]1[N:7]=[C:6](Cl)[CH:5]=[CH:4][N:3]=1.CCN(C(C)C)C(C)C.[N:18]1([C:24]([O:26][C:27]([CH3:30])([CH3:29])[CH3:28])=[O:25])[CH2:23][CH2:22][NH:21][CH2:20][CH2:19]1, predict the reaction product. The product is: [Cl:1][C:2]1[N:7]=[C:6]([N:21]2[CH2:20][CH2:19][N:18]([C:24]([O:26][C:27]([CH3:30])([CH3:29])[CH3:28])=[O:25])[CH2:23][CH2:22]2)[CH:5]=[CH:4][N:3]=1.